From a dataset of NCI-60 drug combinations with 297,098 pairs across 59 cell lines. Regression. Given two drug SMILES strings and cell line genomic features, predict the synergy score measuring deviation from expected non-interaction effect. (1) Drug 1: C1CN(P(=O)(OC1)NCCCl)CCCl. Drug 2: C1C(C(OC1N2C=NC3=C2NC=NCC3O)CO)O. Cell line: NCI-H322M. Synergy scores: CSS=-2.01, Synergy_ZIP=-0.391, Synergy_Bliss=-2.80, Synergy_Loewe=-7.27, Synergy_HSA=-2.91. (2) Drug 1: COC1=C(C=C2C(=C1)N=CN=C2NC3=CC(=C(C=C3)F)Cl)OCCCN4CCOCC4. Drug 2: CN(C)C1=NC(=NC(=N1)N(C)C)N(C)C. Cell line: NCI-H522. Synergy scores: CSS=33.9, Synergy_ZIP=2.77, Synergy_Bliss=3.95, Synergy_Loewe=-20.7, Synergy_HSA=1.65. (3) Drug 1: CC1=C(C=C(C=C1)NC2=NC=CC(=N2)N(C)C3=CC4=NN(C(=C4C=C3)C)C)S(=O)(=O)N.Cl. Cell line: CCRF-CEM. Drug 2: C1=CC=C(C=C1)NC(=O)CCCCCCC(=O)NO. Synergy scores: CSS=27.8, Synergy_ZIP=-11.8, Synergy_Bliss=-9.12, Synergy_Loewe=-30.6, Synergy_HSA=-9.05. (4) Drug 1: C1=CC(=C2C(=C1NCCNCCO)C(=O)C3=C(C=CC(=C3C2=O)O)O)NCCNCCO. Drug 2: CC(C)NC(=O)C1=CC=C(C=C1)CNNC.Cl. Cell line: MDA-MB-435. Synergy scores: CSS=9.75, Synergy_ZIP=-3.27, Synergy_Bliss=3.03, Synergy_Loewe=-11.4, Synergy_HSA=0.0994. (5) Drug 1: CC1=C(C(=CC=C1)Cl)NC(=O)C2=CN=C(S2)NC3=CC(=NC(=N3)C)N4CCN(CC4)CCO. Drug 2: C1CCC(C(C1)N)N.C(=O)(C(=O)[O-])[O-].[Pt+4]. Synergy scores: CSS=18.6, Synergy_ZIP=-9.77, Synergy_Bliss=-2.12, Synergy_Loewe=-12.1, Synergy_HSA=-0.573. Cell line: 786-0.